Dataset: Reaction yield outcomes from USPTO patents with 853,638 reactions. Task: Predict the reaction yield, written as a fraction of the theoretical maximum amount of product (1.0 means a 100% yield; for example, 0.34 means a 34% yield). (1) The reactants are N1([C:6]2[CH2:14][C@H:13]3[N:9]([CH2:10][CH2:11][CH2:12]3)[C:8](=O)[CH:7]=2)CCCC1.[H-].[Al+3].[Li+].[H-].[H-].[H-].[OH-].[Na+].C([OH:26])C. The catalyst is O1CCCC1. The product is [CH2:12]1[C@@H:13]2[N:9]([CH2:8][CH2:7][C:6](=[O:26])[CH2:14]2)[CH2:10][CH2:11]1. The yield is 0.540. (2) The reactants are Cl[CH2:2][C:3]1[CH:28]=[CH:27][C:6]([C:7]([NH:9][C:10]2[S:11][C:12]3[C:18]([N:19]4[CH2:24][CH2:23][O:22][CH2:21][CH2:20]4)=[CH:17][CH:16]=[C:15]([O:25][CH3:26])[C:13]=3[N:14]=2)=[O:8])=[CH:5][CH:4]=1.[CH3:29][O:30][CH2:31][CH2:32][NH:33][CH3:34]. No catalyst specified. The product is [CH3:29][O:30][CH2:31][CH2:32][N:33]([CH2:2][C:3]1[CH:28]=[CH:27][C:6]([C:7]([NH:9][C:10]2[S:11][C:12]3[C:18]([N:19]4[CH2:24][CH2:23][O:22][CH2:21][CH2:20]4)=[CH:17][CH:16]=[C:15]([O:25][CH3:26])[C:13]=3[N:14]=2)=[O:8])=[CH:5][CH:4]=1)[CH3:34]. The yield is 0.550. (3) The reactants are [CH2:1]([O:3][C:4]1[CH:9]=[C:8]([O:10][CH2:11][C:12]2[CH:17]=[CH:16][C:15]([O:18][CH3:19])=[CH:14][CH:13]=2)[N:7]=[CH:6][C:5]=1[C:20]1[CH:25]=[CH:24][C:23]([CH2:26][C:27](O)=[O:28])=[C:22]([F:30])[CH:21]=1)[CH3:2].[NH2:31][C:32]1[CH:39]=[CH:38][C:35]([C:36]#[N:37])=[C:34]([C:40]([F:43])([F:42])[F:41])[CH:33]=1.N1C=CC=CC=1.C(P1(=O)OP(CCC)(=O)OP(CCC)(=O)O1)CC. No catalyst specified. The product is [C:36]([C:35]1[CH:38]=[CH:39][C:32]([NH:31][C:27](=[O:28])[CH2:26][C:23]2[CH:24]=[CH:25][C:20]([C:5]3[CH:6]=[N:7][C:8]([O:10][CH2:11][C:12]4[CH:13]=[CH:14][C:15]([O:18][CH3:19])=[CH:16][CH:17]=4)=[CH:9][C:4]=3[O:3][CH2:1][CH3:2])=[CH:21][C:22]=2[F:30])=[CH:33][C:34]=1[C:40]([F:41])([F:42])[F:43])#[N:37]. The yield is 0.556. (4) The reactants are [F:1][C:2]([F:36])([F:35])[C:3]1[CH:8]=[C:7]([C:9]2[CH:14]=[CH:13][C:12]([C:15]([F:18])([F:17])[F:16])=[CH:11][CH:10]=2)[N:6]=[C:5]([C:19]2[CH:24]=[CH:23][N:22]=[C:21]([C:25]3[CH:26]=[C:27]([S:31]([NH2:34])(=[O:33])=[O:32])[CH:28]=[CH:29][CH:30]=3)[CH:20]=2)[N:4]=1.[C:37](O[C:37](=[O:40])[CH2:38][CH3:39])(=[O:40])[CH2:38][CH3:39].C(O)(=O)CC. The catalyst is C([O-])(O)=O.[Na+]. The product is [C:37]([NH:34][S:31]([C:27]1[CH:28]=[CH:29][CH:30]=[C:25]([C:21]2[CH:20]=[C:19]([C:5]3[N:4]=[C:3]([C:2]([F:1])([F:35])[F:36])[CH:8]=[C:7]([C:9]4[CH:10]=[CH:11][C:12]([C:15]([F:18])([F:17])[F:16])=[CH:13][CH:14]=4)[N:6]=3)[CH:24]=[CH:23][N:22]=2)[CH:26]=1)(=[O:33])=[O:32])(=[O:40])[CH2:38][CH3:39]. The yield is 0.780. (5) The reactants are [Br:1][C:2]1[CH:7]=[CH:6][C:5]([C:8]([CH3:13])([CH2:11][OH:12])[CH2:9]O)=[CH:4][CH:3]=1.C1(P(C2C=CC=CC=2)C2C=CC=CC=2)C=CC=CC=1.N(C(OC(C)C)=O)=NC(OC(C)C)=O. The catalyst is C1(C)C=CC=CC=1. The product is [Br:1][C:2]1[CH:7]=[CH:6][C:5]([C:8]2([CH3:13])[CH2:11][O:12][CH2:9]2)=[CH:4][CH:3]=1. The yield is 0.420. (6) The reactants are [Br:1][C:2]1[CH:3]=[CH:4][C:5]2[C:11](=[O:12])[CH2:10][CH2:9][CH2:8][O:7][C:6]=2[CH:13]=1.[Br:14]Br. The catalyst is C(OCC)C. The product is [Br:14][CH:10]1[CH2:9][CH2:8][O:7][C:6]2[CH:13]=[C:2]([Br:1])[CH:3]=[CH:4][C:5]=2[C:11]1=[O:12]. The yield is 0.970.